This data is from Catalyst prediction with 721,799 reactions and 888 catalyst types from USPTO. The task is: Predict which catalyst facilitates the given reaction. (1) Reactant: [CH3:1][S:2][CH2:3][CH2:4][CH2:5][OH:6].[Br:7][C:8]1[C:9]([CH3:16])=[N:10][C:11](Cl)=[CH:12][C:13]=1[CH3:14].CC([O-])(C)C.[K+]. Product: [Br:7][C:8]1[C:9]([CH3:16])=[N:10][C:11]([O:6][CH2:5][CH2:4][CH2:3][S:2][CH3:1])=[CH:12][C:13]=1[CH3:14]. The catalyst class is: 1. (2) Reactant: [H-].[Na+].[NH2:3][C@@H:4]1[CH2:9][CH2:8][C@H:7]([C:10]([OH:12])=[O:11])[CH2:6][CH2:5]1.Cl[C:14]1[C:23]2[C:18](=[C:19]([O:26][CH:27]3[CH2:31][CH2:30][CH2:29][CH2:28]3)[C:20]([O:24][CH3:25])=[CH:21][CH:22]=2)[O:17][C:16](=[O:32])[CH:15]=1.OP([O-])(O)=O.[K+]. Product: [CH:27]1([O:26][C:19]2[C:20]([O:24][CH3:25])=[CH:21][CH:22]=[C:23]3[C:18]=2[O:17][C:16](=[O:32])[CH:15]=[C:14]3[NH:3][C@@H:4]2[CH2:9][CH2:8][C@H:7]([C:10]([OH:12])=[O:11])[CH2:6][CH2:5]2)[CH2:28][CH2:29][CH2:30][CH2:31]1. The catalyst class is: 16. (3) Reactant: [Br:1][C:2]1[C:10]2[C:5](=[CH:6][CH:7]=[C:8]([N+:11]([O-:13])=[O:12])[CH:9]=2)[NH:4][N:3]=1.C(=O)([O-])[O-].[K+].[K+].Cl[CH2:21][CH2:22][N:23]1[CH2:27][CH2:26][CH2:25][CH2:24]1. The catalyst class is: 3. Product: [Br:1][C:2]1[C:10]2[C:5](=[CH:6][CH:7]=[C:8]([N+:11]([O-:13])=[O:12])[CH:9]=2)[N:4]([CH2:21][CH2:22][N:23]2[CH2:27][CH2:26][CH2:25][CH2:24]2)[N:3]=1. (4) Reactant: [NH2:1][C:2]1[C:7]([N+:8]([O-])=O)=[CH:6][N:5]=[CH:4][C:3]=1[CH3:11].Cl. Product: [NH2:8][C:7]1[CH:6]=[N:5][CH:4]=[C:3]([CH3:11])[C:2]=1[NH2:1]. The catalyst class is: 679. (5) Reactant: [OH-].[K+].[I:3]I.[F:5][C:6]([F:17])([F:16])[C:7]1[CH:15]=[C:14]2[C:10]([CH:11]=[N:12][NH:13]2)=[CH:9][CH:8]=1.S([O-])([O-])(=O)=S.[Na+].[Na+]. Product: [F:17][C:6]([F:5])([F:16])[C:7]1[CH:15]=[C:14]2[C:10]([C:11]([I:3])=[N:12][NH:13]2)=[CH:9][CH:8]=1. The catalyst class is: 9. (6) Reactant: [NH2:1][C@@H:2]([CH3:5])[CH2:3][OH:4].[C:6]1(=O)[O:11][C:9](=[O:10])[C:8]2=[CH:12][CH:13]=[CH:14][CH:15]=[C:7]12.CCN(CC)CC. Product: [OH:4][CH2:3][C@@H:2]([N:1]1[C:9](=[O:10])[C:8]2[C:7](=[CH:15][CH:14]=[CH:13][CH:12]=2)[C:6]1=[O:11])[CH3:5]. The catalyst class is: 11.